From a dataset of Reaction yield outcomes from USPTO patents with 853,638 reactions. Predict the reaction yield, written as a fraction of the theoretical maximum amount of product (1.0 means a 100% yield; for example, 0.34 means a 34% yield). The reactants are [OH:1][C@H:2]1[C@H:6]2[O:7][CH2:8][C@@H:9]([O:10][S:11]([C:14]3[CH:19]=[CH:18][C:17]([CH3:20])=[CH:16][CH:15]=3)(=[O:13])=[O:12])[C@H:5]2[O:4][CH2:3]1.N1C=CC=CC=1.[F:27][C:28]([F:41])([F:40])[S:29](O[S:29]([C:28]([F:41])([F:40])[F:27])(=[O:31])=[O:30])(=[O:31])=[O:30].Cl. The catalyst is ClCCl. The product is [F:27][C:28]([F:41])([F:40])[S:29]([O:1][C@H:2]1[C@H:6]2[O:7][CH2:8][C@@H:9]([O:10][S:11]([C:14]3[CH:19]=[CH:18][C:17]([CH3:20])=[CH:16][CH:15]=3)(=[O:13])=[O:12])[C@H:5]2[O:4][CH2:3]1)(=[O:31])=[O:30]. The yield is 0.940.